Dataset: Full USPTO retrosynthesis dataset with 1.9M reactions from patents (1976-2016). Task: Predict the reactants needed to synthesize the given product. (1) Given the product [Cl:1][C:2]1[C:10]2[C:5](=[CH:6][CH:7]=[C:8]([F:11])[CH:9]=2)[N:4]([C:12]2[CH:13]=[CH:14][C:15]([CH2:16][NH:17][C:39]([C:36]3([NH:35][C:33]([C:31]4[O:30][N:29]=[C:28]([O:27][CH3:26])[CH:32]=4)=[O:34])[CH2:37][CH2:38]3)=[O:40])=[CH:18][CH:19]=2)[C:3]=1[C:20]1[O:21][C:22]([CH3:25])=[N:23][N:24]=1, predict the reactants needed to synthesize it. The reactants are: [Cl:1][C:2]1[C:10]2[C:5](=[CH:6][CH:7]=[C:8]([F:11])[CH:9]=2)[N:4]([C:12]2[CH:19]=[CH:18][C:15]([CH2:16][NH2:17])=[CH:14][CH:13]=2)[C:3]=1[C:20]1[O:21][C:22]([CH3:25])=[N:23][N:24]=1.[CH3:26][O:27][C:28]1[CH:32]=[C:31]([C:33]([NH:35][C:36]2([C:39](O)=[O:40])[CH2:38][CH2:37]2)=[O:34])[O:30][N:29]=1.C(Cl)CCl.O.OC1C2N=NNC=2C=CC=1.C(N(CC)CC)C. (2) Given the product [CH3:21][C:20]([OH:31])([C:22]([CH3:30])([CH3:29])[CH2:23][C:24]1[S:25][C:26]([C:2]2[CH:7]=[CH:6][N:5]=[C:4]([NH:8][CH:9]3[CH2:14][C:13]([CH3:16])([CH3:15])[NH:12][C:11]([CH3:18])([CH3:17])[CH2:10]3)[N:3]=2)=[CH:27][CH:28]=1)[CH3:19], predict the reactants needed to synthesize it. The reactants are: Cl[C:2]1[CH:7]=[CH:6][N:5]=[C:4]([NH:8][CH:9]2[CH2:14][C:13]([CH3:16])([CH3:15])[NH:12][C:11]([CH3:18])([CH3:17])[CH2:10]2)[N:3]=1.[CH3:19][C:20]([OH:31])([C:22]([CH3:30])([CH3:29])[CH2:23][C:24]1[S:25][CH:26]=[CH:27][CH:28]=1)[CH3:21]. (3) Given the product [CH2:17]([O:16][C:12](=[O:15])[CH2:13][O:14][CH:3]([C:8]([O:10][CH3:11])=[O:9])[C:4]([O:6][CH3:7])=[O:5])[CH3:18], predict the reactants needed to synthesize it. The reactants are: [N+](=[C:3]([C:8]([O:10][CH3:11])=[O:9])[C:4]([O:6][CH3:7])=[O:5])=[N-].[C:12]([O:16][CH2:17][CH3:18])(=[O:15])[CH2:13][OH:14]. (4) The reactants are: [Br:1][C:2]1[C:7]([CH3:8])=[CH:6][C:5]([CH2:9][CH2:10][C:11](OCC)=[O:12])=[CH:4][C:3]=1[CH3:16].[BH4-].[Na+].O. Given the product [Br:1][C:2]1[C:7]([CH3:8])=[CH:6][C:5]([CH2:9][CH2:10][CH2:11][OH:12])=[CH:4][C:3]=1[CH3:16], predict the reactants needed to synthesize it.